Task: Predict the reactants needed to synthesize the given product.. Dataset: Full USPTO retrosynthesis dataset with 1.9M reactions from patents (1976-2016) (1) Given the product [CH2:1]([O:3][C:4]1[CH:5]=[C:6]([O:28][CH3:29])[C:7]([S:24]([N:43]2[CH2:44][CH2:45][N:40]([CH3:39])[CH2:41][CH2:42]2)(=[O:26])=[O:25])=[CH:8][C:9]=1[C:10]1[NH:15][C:14](=[O:16])[C:13]2=[C:17]([CH3:23])[N:18]=[C:19]([CH2:20][CH2:21][CH3:22])[N:12]2[N:11]=1)[CH3:2], predict the reactants needed to synthesize it. The reactants are: [CH2:1]([O:3][C:4]1[C:9]([C:10]2[NH:15][C:14](=[O:16])[C:13]3=[C:17]([CH3:23])[N:18]=[C:19]([CH2:20][CH2:21][CH3:22])[N:12]3[N:11]=2)=[CH:8][C:7]([S:24](Cl)(=[O:26])=[O:25])=[C:6]([O:28][CH3:29])[CH:5]=1)[CH3:2].CN(C1C=CC=CN=1)C.[CH3:39][N:40]1[CH2:45][CH2:44][NH:43][CH2:42][CH2:41]1. (2) Given the product [CH3:1][O:2][C:3]1[CH:4]=[C:5]2[C:10](=[CH:11][C:12]=1[O:13][CH3:14])[N:9]=[CH:8][CH:7]=[C:6]2[O:15][C:16]1[CH:22]=[CH:21][C:19]([NH:20][C:29](=[O:35])[O:28][CH2:26][CH2:43][CH:37]2[CH2:42][CH2:41][CH2:40][CH2:39][CH2:38]2)=[C:18]([CH3:23])[C:17]=1[CH3:24], predict the reactants needed to synthesize it. The reactants are: [CH3:1][O:2][C:3]1[CH:4]=[C:5]2[C:10](=[CH:11][C:12]=1[O:13][CH3:14])[N:9]=[CH:8][CH:7]=[C:6]2[O:15][C:16]1[CH:22]=[CH:21][C:19]([NH2:20])=[C:18]([CH3:23])[C:17]=1[CH3:24].Cl[C:26](Cl)([O:28][C:29](=[O:35])OC(Cl)(Cl)Cl)Cl.[CH:37]1([CH2:43]CO)[CH2:42][CH2:41][CH2:40][CH2:39][CH2:38]1.C(=O)(O)[O-].[Na+].